From a dataset of Human liver microsome stability data. Regression/Classification. Given a drug SMILES string, predict its absorption, distribution, metabolism, or excretion properties. Task type varies by dataset: regression for continuous measurements (e.g., permeability, clearance, half-life) or binary classification for categorical outcomes (e.g., BBB penetration, CYP inhibition). Dataset: hlm. (1) The molecule is NCC1(c2ccc(Cl)c(Cl)c2)CCCCCC1. The result is 0 (unstable in human liver microsomes). (2) The drug is Cc1c(-c2ccc(OCCCN3CCCCC3)cc2)cc2ccccn12. The result is 0 (unstable in human liver microsomes). (3) The molecule is CSc1nc2ccc(Br)cn2c(=N)c1S(=O)(=O)c1ccccc1. The result is 1 (stable in human liver microsomes). (4) The compound is CCc1cc(NC(=O)c2nn(C3CCN(C(=O)NC(C)(C)C)CC3)c3ccccc23)ccc1-c1nnc(O)cc1C. The result is 1 (stable in human liver microsomes). (5) The compound is COc1cnc(O[C@@H]2C[C@@H](C(=O)N[C@]3(C(=O)NS(=O)(=O)C4CC4)C[C@H]3C(F)F)N(C(=O)[C@@H](NC(=O)OC(C)(C)C)C(C)(C)C)C2)c2cc(Cl)ccc12. The result is 0 (unstable in human liver microsomes). (6) The molecule is Cc1ccccc1S(=O)(=O)N1CCN(c2ccc(C(=O)NCc3ccc(F)cc3)nn2)CC1. The result is 0 (unstable in human liver microsomes). (7) The molecule is CCOc1nc(NC(=O)C(C)(C)NC(=O)c2ccc3c(C4CCCC4)c(-c4cncnc4)n(C)c3c2)ccc1C=CC(=O)O. The result is 0 (unstable in human liver microsomes).